This data is from Forward reaction prediction with 1.9M reactions from USPTO patents (1976-2016). The task is: Predict the product of the given reaction. Given the reactants [Cl:1][C:2]1[CH:8]=[CH:7][C:6]([N+:9]([O-:11])=[O:10])=[CH:5][C:3]=1[NH2:4].[Cl:12][C:13]1[CH:21]=[CH:20][CH:19]=[CH:18][C:14]=1[C:15](Cl)=[O:16].CCOC(C)=O, predict the reaction product. The product is: [Cl:12][C:13]1[CH:21]=[CH:20][CH:19]=[CH:18][C:14]=1[C:15]([NH:4][C:3]1[CH:5]=[C:6]([N+:9]([O-:11])=[O:10])[CH:7]=[CH:8][C:2]=1[Cl:1])=[O:16].